This data is from Reaction yield outcomes from USPTO patents with 853,638 reactions. The task is: Predict the reaction yield, written as a fraction of the theoretical maximum amount of product (1.0 means a 100% yield; for example, 0.34 means a 34% yield). The reactants are [CH2:1]([NH:5][C:6]([CH:8]1[CH2:13][CH2:12][N:11]([C:14]2[C:23]3[C:18](=[CH:19][N:20]=[CH:21][CH:22]=3)[CH:17]=[C:16]([C:24]3[CH:29]=[CH:28][N:27]=[C:26](Cl)[CH:25]=3)[N:15]=2)[CH2:10][CH2:9]1)=[O:7])[CH:2]([CH3:4])[CH3:3].[CH2:31]([NH2:35])[CH2:32][CH2:33][CH3:34].CC(C)([O-])C.[Na+]. The catalyst is C(COC)OC.C([O-])(=O)C.[Pd+2].C([O-])(=O)C. The product is [CH2:1]([NH:5][C:6]([CH:8]1[CH2:13][CH2:12][N:11]([C:14]2[C:23]3[C:18](=[CH:19][N:20]=[CH:21][CH:22]=3)[CH:17]=[C:16]([C:24]3[CH:29]=[CH:28][N:27]=[C:26]([NH:35][CH2:31][CH2:32][CH2:33][CH3:34])[CH:25]=3)[N:15]=2)[CH2:10][CH2:9]1)=[O:7])[CH:2]([CH3:4])[CH3:3]. The yield is 0.710.